This data is from Peptide-MHC class I binding affinity with 185,985 pairs from IEDB/IMGT. The task is: Regression. Given a peptide amino acid sequence and an MHC pseudo amino acid sequence, predict their binding affinity value. This is MHC class I binding data. The peptide sequence is ALLATSIFKL. The MHC is HLA-A02:01 with pseudo-sequence HLA-A02:01. The binding affinity (normalized) is 0.668.